From a dataset of Full USPTO retrosynthesis dataset with 1.9M reactions from patents (1976-2016). Predict the reactants needed to synthesize the given product. (1) The reactants are: Br[C:2]1[CH:7]=[CH:6][C:5]([N:8]2[C:12]([C:13]3[CH:18]=[CH:17][C:16]([S:19]([CH3:22])(=[O:21])=[O:20])=[CH:15][CH:14]=3)=[CH:11][CH:10]=[C:9]2[CH3:23])=[CH:4][C:3]=1[Cl:24].[O:25]1[CH:29]=[CH:28][C:27](B(O)O)=[CH:26]1. Given the product [Cl:24][C:3]1[CH:4]=[C:5]([N:8]2[C:12]([C:13]3[CH:18]=[CH:17][C:16]([S:19]([CH3:22])(=[O:21])=[O:20])=[CH:15][CH:14]=3)=[CH:11][CH:10]=[C:9]2[CH3:23])[CH:6]=[CH:7][C:2]=1[C:27]1[CH:28]=[CH:29][O:25][CH:26]=1, predict the reactants needed to synthesize it. (2) Given the product [F:1][C:2]1[CH:10]=[C:9]2[C:5]([C:6]([C:20]3[CH:24]=[N:23][N:22]([CH2:26][CH2:27][C:28]([NH2:30])=[O:29])[CH:21]=3)=[CH:7][N:8]2[S:11]([C:14]2[CH:15]=[CH:16][CH:17]=[CH:18][CH:19]=2)(=[O:12])=[O:13])=[CH:4][CH:3]=1, predict the reactants needed to synthesize it. The reactants are: [F:1][C:2]1[CH:10]=[C:9]2[C:5]([C:6]([C:20]3[CH:21]=[N:22][NH:23][CH:24]=3)=[CH:7][N:8]2[S:11]([C:14]2[CH:19]=[CH:18][CH:17]=[CH:16][CH:15]=2)(=[O:13])=[O:12])=[CH:4][CH:3]=1.Br[CH2:26][CH2:27][C:28]([NH2:30])=[O:29].C([O-])([O-])=O.[K+].[K+]. (3) Given the product [CH2:19]([N:29]([CH3:28])[CH2:17]/[CH:16]=[C:11]1/[C:10]2[CH:9]=[N:8][N:7]([C:1]3[CH:6]=[CH:5][CH:4]=[CH:3][CH:2]=3)[C:15]=2[CH2:14][CH2:13][CH2:12]/1)[C:20]1[CH:21]=[CH:22][CH:23]=[CH:24][CH:25]=1, predict the reactants needed to synthesize it. The reactants are: [C:1]1([N:7]2[C:15]3[CH2:14][CH2:13][CH2:12]/[C:11](=[CH:16]\[CH:17]=O)/[C:10]=3[CH:9]=[N:8]2)[CH:6]=[CH:5][CH:4]=[CH:3][CH:2]=1.[CH2:19](CN)[C:20]1[CH:25]=[CH:24][CH:23]=[CH:22][CH:21]=1.[C:28]([BH3-])#[N:29].[Na+]. (4) Given the product [CH:31]([N:14]([CH2:13][C@@H:11]1[C@@H:10]([NH:34][CH2:42][CH2:41][C:35]2[CH:40]=[CH:39][CH:38]=[CH:37][CH:36]=2)[CH2:9][NH:8][CH2:12]1)[C:15](=[O:30])[C:16]1[CH:21]=[CH:20][C:19]([O:22][CH3:23])=[C:18]([O:24][CH2:25][CH2:26][CH2:27][O:28][CH3:29])[CH:17]=1)([CH3:32])[CH3:33], predict the reactants needed to synthesize it. The reactants are: C(OC([N:8]1[CH2:12][C@@H:11]([CH2:13][N:14]([CH:31]([CH3:33])[CH3:32])[C:15](=[O:30])[C:16]2[CH:21]=[CH:20][C:19]([O:22][CH3:23])=[C:18]([O:24][CH2:25][CH2:26][CH2:27][O:28][CH3:29])[CH:17]=2)[C@H:10]([NH2:34])[CH2:9]1)=O)(C)(C)C.[C:35]1([CH2:41][CH:42]=O)[CH:40]=[CH:39][CH:38]=[CH:37][CH:36]=1.CC#N.O.CC#N. (5) The reactants are: [NH2:1][CH:2]1[CH2:7][CH2:6][CH2:5][N:4]([C:8](=[O:32])[C@@H:9]([N:11]2[CH2:15][CH2:14][C@H:13]([NH:16][S:17]([C:20]3[CH:29]=[CH:28][C:27]4[C:22](=[CH:23][CH:24]=[C:25]([Cl:30])[CH:26]=4)[CH:21]=3)(=[O:19])=[O:18])[C:12]2=[O:31])[CH3:10])[CH2:3]1.[C:33](O)(=[O:36])[C:34]#[CH:35].C(N(CC)C(C)C)(C)C.CN(C(ON1N=NC2C=CC=NC1=2)=[N+](C)C)C.F[P-](F)(F)(F)(F)F. Given the product [Cl:30][C:25]1[CH:26]=[C:27]2[C:22](=[CH:23][CH:24]=1)[CH:21]=[C:20]([S:17]([NH:16][C@H:13]1[CH2:14][CH2:15][N:11]([C@@H:9]([CH3:10])[C:8]([N:4]3[CH2:5][CH2:6][CH2:7][CH:2]([NH:1][C:33](=[O:36])[C:34]#[CH:35])[CH2:3]3)=[O:32])[C:12]1=[O:31])(=[O:19])=[O:18])[CH:29]=[CH:28]2, predict the reactants needed to synthesize it. (6) Given the product [CH3:1][O:2][C:3]1[CH:4]=[CH:5][C:6]2[O:11][CH2:10][C:9](=[O:12])[N:8]([CH2:17][C:18]([O:20][CH2:21][CH3:22])=[O:19])[C:7]=2[CH:13]=1, predict the reactants needed to synthesize it. The reactants are: [CH3:1][O:2][C:3]1[CH:4]=[CH:5][C:6]2[O:11][CH2:10][C:9](=[O:12])[NH:8][C:7]=2[CH:13]=1.[H-].[Na+].Br[CH2:17][C:18]([O:20][CH2:21][CH3:22])=[O:19].FC(F)(F)C(O)=O. (7) Given the product [CH2:1]([O:3][C:4](=[O:23])[C:5]1[C:10]([C:34]#[C:33][C:32]([O:31][Si:28]([C:24]([CH3:27])([CH3:26])[CH3:25])([CH3:30])[CH3:29])([CH3:36])[CH3:35])=[CH:9][C:8]([C:12]2[C:17]([CH2:18][CH3:19])=[CH:16][CH:15]=[CH:14][C:13]=2[CH2:20][CH3:21])=[N:7][C:6]=1[CH3:22])[CH3:2], predict the reactants needed to synthesize it. The reactants are: [CH2:1]([O:3][C:4](=[O:23])[C:5]1[C:10](Br)=[CH:9][C:8]([C:12]2[C:17]([CH2:18][CH3:19])=[CH:16][CH:15]=[CH:14][C:13]=2[CH2:20][CH3:21])=[N:7][C:6]=1[CH3:22])[CH3:2].[C:24]([Si:28]([O:31][C:32]([CH3:36])([CH3:35])[C:33]#[CH:34])([CH3:30])[CH3:29])([CH3:27])([CH3:26])[CH3:25].